From a dataset of Peptide-MHC class I binding affinity with 185,985 pairs from IEDB/IMGT. Regression. Given a peptide amino acid sequence and an MHC pseudo amino acid sequence, predict their binding affinity value. This is MHC class I binding data. (1) The peptide sequence is FWAWSVLRV. The MHC is HLA-B46:01 with pseudo-sequence HLA-B46:01. The binding affinity (normalized) is 0.0847. (2) The peptide sequence is FPQSNAPIM. The MHC is HLA-B51:01 with pseudo-sequence HLA-B51:01. The binding affinity (normalized) is 0.404. (3) The peptide sequence is KYYTSYTLK. The MHC is HLA-B35:01 with pseudo-sequence HLA-B35:01. The binding affinity (normalized) is 0.0847. (4) The peptide sequence is ELFYILIAK. The MHC is HLA-A30:01 with pseudo-sequence HLA-A30:01. The binding affinity (normalized) is 0.0847.